Dataset: Forward reaction prediction with 1.9M reactions from USPTO patents (1976-2016). Task: Predict the product of the given reaction. (1) Given the reactants [CH3:1][C:2]1[C:3]2[N:4]([C:8]([C@@H:26]3[CH2:30][CH2:29][CH2:28][N:27]3C(OCC3C=CC=CC=3)=O)=[N:9][C:10]=2[C:11]2[CH:16]=[CH:15][C:14]([C:17](=[O:25])[NH:18][C:19]3[CH:24]=[CH:23][CH:22]=[CH:21][N:20]=3)=[CH:13][CH:12]=2)[CH:5]=[CH:6][N:7]=1.Br.C(O)(=O)C, predict the reaction product. The product is: [CH3:1][C:2]1[C:3]2[N:4]([C:8]([C@@H:26]3[CH2:30][CH2:29][CH2:28][NH:27]3)=[N:9][C:10]=2[C:11]2[CH:16]=[CH:15][C:14]([C:17]([NH:18][C:19]3[CH:24]=[CH:23][CH:22]=[CH:21][N:20]=3)=[O:25])=[CH:13][CH:12]=2)[CH:5]=[CH:6][N:7]=1. (2) Given the reactants [CH2:1]([O:8][C@@H:9]1[C@H:13]([O:14][CH2:15][C:16]2[CH:21]=[CH:20][CH:19]=[CH:18][CH:17]=2)[C@@H:12]([CH2:22][O:23][CH2:24][C:25]2[CH:30]=[CH:29][CH:28]=[CH:27][CH:26]=2)[O:11][CH:10]1[OH:31])[C:2]1[CH:7]=[CH:6][CH:5]=[CH:4][CH:3]=1.[K+].[Br-].OP([O-])([O-])=O.[K+].[K+].CC1(C)N([O])C(C)(C)CCC1, predict the reaction product. The product is: [CH2:1]([O:8][C@@H:9]1[C@H:13]([O:14][CH2:15][C:16]2[CH:21]=[CH:20][CH:19]=[CH:18][CH:17]=2)[C@@H:12]([CH2:22][O:23][CH2:24][C:25]2[CH:26]=[CH:27][CH:28]=[CH:29][CH:30]=2)[O:11][C:10]1=[O:31])[C:2]1[CH:7]=[CH:6][CH:5]=[CH:4][CH:3]=1. (3) Given the reactants [NH2:1][C:2]([C@@H]1[C@H](C2SC=CN=2)N[C@](CC(C)C)(C(OC(C)(C)C)=O)C1)=O.BrC1C=C(C=CC=1C(C)(C)C)C(Cl)=O.NC([C@@H]1[C@H](C2SC=CN=2)N(C(=O)C2C=CC(C(C)(C)C)=CC=2)[C@](CC(C)C)(C(OC(C)(C)C)=O)C1)=O.C([O:79][C:80]([C@:82]1([CH2:108][CH:109]([CH3:111])[CH3:110])[CH2:86][C@H:85]([C:87]([NH2:89])=[O:88])[C@H:84]([C:90]2[S:91][CH:92]=[CH:93][N:94]=2)[N:83]1[C:95](=[O:107])[C:96]1[CH:101]=[CH:100][C:99]([C:102]([CH3:105])([CH3:104])[CH3:103])=[C:98]([Br:106])[CH:97]=1)=[O:81])(C)(C)C.O1C=NC=N1, predict the reaction product. The product is: [Br:106][C:98]1[CH:97]=[C:96]([CH:101]=[CH:100][C:99]=1[C:102]([CH3:103])([CH3:105])[CH3:104])[C:95]([N:83]1[C@@H:84]([C:90]2[S:91][CH:92]=[CH:93][N:94]=2)[C@@H:85]([C:87]2[O:88][N:1]=[CH:2][N:89]=2)[CH2:86][C@@:82]1([CH2:108][CH:109]([CH3:110])[CH3:111])[C:80]([OH:79])=[O:81])=[O:107]. (4) The product is: [ClH:27].[Cl:27][C:24]1[CH:25]=[CH:26][C:21]([O:20][C:17]2[CH:18]=[CH:19][C:14]([O:13][CH2:12][C@H:8]3[CH2:9][CH2:10][CH2:11][N:7]3[CH2:6][CH2:5][CH2:4][C:3]([OH:28])=[O:2])=[CH:15][CH:16]=2)=[CH:22][CH:23]=1. Given the reactants C[O:2][C:3](=[O:28])[CH2:4][CH2:5][CH2:6][N:7]1[CH2:11][CH2:10][CH2:9][C@@H:8]1[CH2:12][O:13][C:14]1[CH:19]=[CH:18][C:17]([O:20][C:21]2[CH:26]=[CH:25][C:24]([Cl:27])=[CH:23][CH:22]=2)=[CH:16][CH:15]=1.O1CCOCC1.Cl, predict the reaction product. (5) Given the reactants Br[C:2]1[CH:3]=[CH:4][C:5](O)=[C:6]([C:8]2[CH:17]=[CH:16][C:15]3[C:10](=[CH:11][CH:12]=[C:13]([C:18]4[N:22]([CH:23]5[CH2:28][CH2:27][CH2:26][CH2:25][CH2:24]5)[C:21]5[CH:29]=[CH:30][C:31]([C:33]([OH:35])=[O:34])=[CH:32][C:20]=5[N:19]=4)[CH:14]=3)[N:9]=2)[CH:7]=1.[CH2:37]([O:39]C(C1C=CC2N(C3CCCCC3)C(C3C=CC(N)=C(C=O)C=3)=NC=2C=1)=O)[CH3:38].O1C2C=CC(C(=O)C)=CC=2CC1.[OH-].[K+], predict the reaction product. The product is: [CH:23]1([N:22]2[C:21]3[CH:29]=[CH:30][C:31]([C:33]([OH:35])=[O:34])=[CH:32][C:20]=3[N:19]=[C:18]2[C:13]2[CH:14]=[C:15]3[C:10](=[CH:11][CH:12]=2)[N:9]=[C:8]([C:6]2[CH:5]=[CH:4][C:3]4[O:39][CH2:37][CH2:38][C:2]=4[CH:7]=2)[CH:17]=[CH:16]3)[CH2:24][CH2:25][CH2:26][CH2:27][CH2:28]1. (6) Given the reactants [Cl:1][C:2]1[N:7]=[C:6]([C:8](Cl)=[O:9])[C:5]2[C:11]([O:33][CH3:34])=[N:12][N:13]([C:14]([C:27]3[CH:32]=[CH:31][CH:30]=[CH:29][CH:28]=3)([C:21]3[CH:26]=[CH:25][CH:24]=[CH:23][CH:22]=3)[C:15]3[CH:20]=[CH:19][CH:18]=[CH:17][CH:16]=3)[C:4]=2[CH:3]=1.[NH2:35][NH2:36], predict the reaction product. The product is: [Cl:1][C:2]1[N:7]=[C:6]([C:8]([NH:35][NH2:36])=[O:9])[C:5]2[C:11]([O:33][CH3:34])=[N:12][N:13]([C:14]([C:15]3[CH:16]=[CH:17][CH:18]=[CH:19][CH:20]=3)([C:27]3[CH:28]=[CH:29][CH:30]=[CH:31][CH:32]=3)[C:21]3[CH:26]=[CH:25][CH:24]=[CH:23][CH:22]=3)[C:4]=2[CH:3]=1. (7) The product is: [OH:21][C:14]1[C:13]2[C:18](=[N:19][C:20]3[C:11]([N:12]=2)=[CH:10][CH:9]=[CH:8][C:7]=3[OH:6])[CH:17]=[CH:16][CH:15]=1. Given the reactants B(Br)(Br)Br.C[O:6][C:7]1[C:20]2[C:11](=[N:12][C:13]3[C:18]([N:19]=2)=[CH:17][CH:16]=[CH:15][C:14]=3[O:21]C)[CH:10]=[CH:9][CH:8]=1, predict the reaction product.